Dataset: NCI-60 drug combinations with 297,098 pairs across 59 cell lines. Task: Regression. Given two drug SMILES strings and cell line genomic features, predict the synergy score measuring deviation from expected non-interaction effect. (1) Drug 1: C1=NC2=C(N=C(N=C2N1C3C(C(C(O3)CO)O)O)F)N. Drug 2: CC1CCC2CC(C(=CC=CC=CC(CC(C(=O)C(C(C(=CC(C(=O)CC(OC(=O)C3CCCCN3C(=O)C(=O)C1(O2)O)C(C)CC4CCC(C(C4)OC)O)C)C)O)OC)C)C)C)OC. Cell line: BT-549. Synergy scores: CSS=10.3, Synergy_ZIP=-0.322, Synergy_Bliss=6.18, Synergy_Loewe=-12.4, Synergy_HSA=0.0131. (2) Drug 1: C1=CN(C=N1)CC(O)(P(=O)(O)O)P(=O)(O)O. Drug 2: C1C(C(OC1N2C=NC(=NC2=O)N)CO)O. Cell line: HL-60(TB). Synergy scores: CSS=24.7, Synergy_ZIP=-2.91, Synergy_Bliss=3.51, Synergy_Loewe=-7.00, Synergy_HSA=5.26. (3) Drug 1: CS(=O)(=O)C1=CC(=C(C=C1)C(=O)NC2=CC(=C(C=C2)Cl)C3=CC=CC=N3)Cl. Cell line: SW-620. Drug 2: CC1=C(C(=CC=C1)Cl)NC(=O)C2=CN=C(S2)NC3=CC(=NC(=N3)C)N4CCN(CC4)CCO. Synergy scores: CSS=13.0, Synergy_ZIP=-1.69, Synergy_Bliss=1.79, Synergy_Loewe=-25.2, Synergy_HSA=-0.665.